Task: Predict the reaction yield, written as a fraction of the theoretical maximum amount of product (1.0 means a 100% yield; for example, 0.34 means a 34% yield).. Dataset: Reaction yield outcomes from USPTO patents with 853,638 reactions (1) The reactants are [CH3:1][C:2]([C:13]1[CH:18]=[CH:17][C:16]([N+:19]([O-])=O)=[CH:15][CH:14]=1)([CH3:12])[CH2:3][NH:4][C:5](=[O:11])[O:6][C:7]([CH3:10])([CH3:9])[CH3:8].C([O-])=O.[NH4+]. The catalyst is CCO.[Pd]. The product is [CH3:12][C:2]([C:13]1[CH:18]=[CH:17][C:16]([NH2:19])=[CH:15][CH:14]=1)([CH3:1])[CH2:3][NH:4][C:5](=[O:11])[O:6][C:7]([CH3:8])([CH3:9])[CH3:10]. The yield is 0.830. (2) The reactants are [CH:1]([C:3]1[CH:8]=[CH:7][C:6](B(O)O)=[CH:5][CH:4]=1)=[CH2:2].[OH:12][N:13]1[C:21](=[O:22])[C:20]2[C:15](=[CH:16][CH:17]=[CH:18][CH:19]=2)[C:14]1=[O:23].N1C=CC=CC=1. The catalyst is ClCCCl.O.Cl[Cu]. The product is [CH:1]([C:3]1[CH:8]=[CH:7][C:6]([O:12][N:13]2[C:21](=[O:22])[C:20]3[C:15](=[CH:16][CH:17]=[CH:18][CH:19]=3)[C:14]2=[O:23])=[CH:5][CH:4]=1)=[CH2:2]. The yield is 0.630.